This data is from Forward reaction prediction with 1.9M reactions from USPTO patents (1976-2016). The task is: Predict the product of the given reaction. (1) Given the reactants C[O:2][C:3](=O)[C:4]([N:7]1[CH2:10][CH:9]([C:11]2[CH:32]=[CH:31][C:14]3[C:15]4[N:16]=[C:17]([C:23]5[N:24]([CH:28]([CH3:30])[CH3:29])[N:25]=[CH:26][N:27]=5)[S:18][C:19]=4[CH2:20][CH2:21][O:22][C:13]=3[CH:12]=2)[CH2:8]1)([CH3:6])[CH3:5].[H-].[H-].[H-].[H-].[Li+].[Al+3], predict the reaction product. The product is: [CH:28]([N:24]1[C:23]([C:17]2[S:18][C:19]3[CH2:20][CH2:21][O:22][C:13]4[CH:12]=[C:11]([CH:9]5[CH2:8][N:7]([C:4]([CH3:6])([CH3:5])[CH2:3][OH:2])[CH2:10]5)[CH:32]=[CH:31][C:14]=4[C:15]=3[N:16]=2)=[N:27][CH:26]=[N:25]1)([CH3:30])[CH3:29]. (2) Given the reactants C([O:4][C:5]1[CH:26]=[CH:25][C:8]([C:9]2[CH:10]([CH3:24])[O:11][C:12]3[C:17]([CH:18]=2)=[C:16]([CH3:19])[CH:15]=[C:14]([O:20]C(=O)C)[CH:13]=3)=[CH:7][CH:6]=1)(=O)C.[OH-].[K+].C(O)(=O)C, predict the reaction product. The product is: [OH:4][C:5]1[CH:26]=[CH:25][C:8]([C:9]2[CH:10]([CH3:24])[O:11][C:12]3[C:17]([CH:18]=2)=[C:16]([CH3:19])[CH:15]=[C:14]([OH:20])[CH:13]=3)=[CH:7][CH:6]=1. (3) Given the reactants F[C:2]1[CH:3]=[C:4]([CH:7]=[CH:8][C:9]=1[N+:10]([O-:12])=[O:11])[C:5]#[N:6].C([O-])([O-])=O.[K+].[K+].[CH:19]1([NH2:22])[CH2:21][CH2:20]1, predict the reaction product. The product is: [CH:19]1([NH:22][C:2]2[CH:3]=[C:4]([CH:7]=[CH:8][C:9]=2[N+:10]([O-:12])=[O:11])[C:5]#[N:6])[CH2:21][CH2:20]1.